This data is from Full USPTO retrosynthesis dataset with 1.9M reactions from patents (1976-2016). The task is: Predict the reactants needed to synthesize the given product. (1) Given the product [CH3:14][N:13]([CH3:15])[C:11]1[NH:12][C:4]2[CH:3]=[C:2]([C:22]3[CH:23]=[CH:24][C:19]([O:18][CH2:16][CH3:17])=[C:20]([C:28]([F:29])([F:31])[F:30])[CH:21]=3)[N:7]=[C:6]([C:8]#[N:9])[C:5]=2[N:10]=1, predict the reactants needed to synthesize it. The reactants are: Cl[C:2]1[N:7]=[C:6]([C:8]#[N:9])[C:5]2[N:10]=[C:11]([N:13]([CH3:15])[CH3:14])[NH:12][C:4]=2[CH:3]=1.[CH2:16]([O:18][C:19]1[CH:24]=[CH:23][C:22](B(O)O)=[CH:21][C:20]=1[C:28]([F:31])([F:30])[F:29])[CH3:17].C(=O)([O-])[O-].[K+].[K+]. (2) Given the product [NH2:17][C:2]1[CH:16]=[CH:15][C:5]([CH:6]([C:8]2[CH:13]=[C:12]([CH3:14])[CH:11]=[CH:10][N:9]=2)[OH:7])=[CH:4][CH:3]=1, predict the reactants needed to synthesize it. The reactants are: F[C:2]1[CH:16]=[CH:15][C:5]([C:6]([C:8]2[CH:13]=[C:12]([CH3:14])[CH:11]=[CH:10][N:9]=2)=[O:7])=[CH:4][CH:3]=1.[N-:17]=[N+]=[N-].[Na+].O. (3) Given the product [Cl:25][C:21]1[CH:20]=[C:19]([CH:12]([CH2:13][CH:14]2[CH2:15][CH2:16][CH2:17][CH2:18]2)[C:11]([NH:10][C:7]2[CH:8]=[CH:9][C:4]([C:3]([OH:27])=[O:2])=[CH:5][N:6]=2)=[O:26])[CH:24]=[CH:23][CH:22]=1, predict the reactants needed to synthesize it. The reactants are: C[O:2][C:3](=[O:27])[C:4]1[CH:9]=[CH:8][C:7]([NH:10][C:11](=[O:26])[CH:12]([C:19]2[CH:24]=[CH:23][CH:22]=[C:21]([Cl:25])[CH:20]=2)[CH2:13][CH:14]2[CH2:18][CH2:17][CH2:16][CH2:15]2)=[N:6][CH:5]=1.[OH-].[Na+]. (4) The reactants are: [CH:1]1([C:4]2[N:5]=[CH:6][C:7]([C:15]([OH:17])=O)=[N:8][C:9]=2[O:10][CH2:11][CH:12]2[CH2:14][CH2:13]2)[CH2:3][CH2:2]1.[NH2:18][C@:19]([CH3:25])([CH:22]([CH3:24])[CH3:23])[CH2:20][OH:21]. Given the product [OH:21][CH2:20][C@@:19]([NH:18][C:15]([C:7]1[CH:6]=[N:5][C:4]([CH:1]2[CH2:2][CH2:3]2)=[C:9]([O:10][CH2:11][CH:12]2[CH2:13][CH2:14]2)[N:8]=1)=[O:17])([CH3:25])[CH:22]([CH3:24])[CH3:23], predict the reactants needed to synthesize it. (5) Given the product [CH2:1]([O:3][C:4]([C:5]1([S:6]([C:9]2[CH:10]=[CH:11][C:12]([O:15][CH2:16][CH:17]([CH2:20][CH3:21])[CH2:18][CH3:19])=[CH:13][CH:14]=2)(=[O:7])=[O:8])[CH2:24][CH2:25][N:26]([CH2:27][C:28]2[CH:33]=[CH:32][CH:31]=[CH:30][CH:29]=2)[CH2:34][CH2:35]1)=[O:22])[CH3:2], predict the reactants needed to synthesize it. The reactants are: [CH2:1]([O:3][C:4](=[O:22])[CH2:5][S:6]([C:9]1[CH:14]=[CH:13][C:12]([O:15][CH2:16][CH:17]([CH2:20][CH3:21])[CH2:18][CH3:19])=[CH:11][CH:10]=1)(=[O:8])=[O:7])[CH3:2].Cl[CH2:24][CH2:25][N:26]([CH2:34][CH2:35]Cl)[CH2:27][C:28]1[CH:33]=[CH:32][CH:31]=[CH:30][CH:29]=1. (6) Given the product [F:10][C:9]([F:11])([F:12])[C:7]1[CH:6]=[C:5]([C@H:13]2[C@H:22]([C:23]([NH:63][C:64]3[S:65][CH:66]=[CH:67][N:68]=3)=[O:25])[C:21]3[C:16](=[CH:17][CH:18]=[CH:19][CH:20]=3)[C:15](=[O:26])[N:14]2[CH3:27])[CH:4]=[C:3]([C:2]([F:29])([F:28])[F:1])[CH:8]=1, predict the reactants needed to synthesize it. The reactants are: [F:1][C:2]([F:29])([F:28])[C:3]1[CH:4]=[C:5]([C@H:13]2[C@H:22]([C:23]([OH:25])=O)[C:21]3[C:16](=[CH:17][CH:18]=[CH:19][CH:20]=3)[C:15](=[O:26])[N:14]2[CH3:27])[CH:6]=[C:7]([C:9]([F:12])([F:11])[F:10])[CH:8]=1.C1CN([P+](ON2N=NC3C=CC=CC2=3)(N2CCCC2)N2CCCC2)CC1.F[P-](F)(F)(F)(F)F.[NH2:63][C:64]1[S:65][CH:66]=[CH:67][N:68]=1.C(N(CC)C(C)C)(C)C. (7) The reactants are: [Cl-].O[NH3+:3].[C:4](=[O:7])([O-])[OH:5].[Na+].CS(C)=O.[CH2:13]([C:15]1[S:49][C:18]2[N:19]([CH2:33][C:34]3[CH:39]=[CH:38][C:37]([C:40]4[C:41]([C:46]#[N:47])=[CH:42][CH:43]=[CH:44][CH:45]=4)=[CH:36][C:35]=3[F:48])[C:20](=[O:32])[N:21]([CH2:24][CH2:25][N:26]3[CH2:31][CH2:30][O:29][CH2:28][CH2:27]3)[C:22](=[O:23])[C:17]=2[CH:16]=1)[CH3:14]. Given the product [CH2:13]([C:15]1[S:49][C:18]2[N:19]([CH2:33][C:34]3[CH:39]=[CH:38][C:37]([C:40]4[CH:45]=[CH:44][CH:43]=[CH:42][C:41]=4[C:46]4[NH:3][C:4](=[O:7])[O:5][N:47]=4)=[CH:36][C:35]=3[F:48])[C:20](=[O:32])[N:21]([CH2:24][CH2:25][N:26]3[CH2:31][CH2:30][O:29][CH2:28][CH2:27]3)[C:22](=[O:23])[C:17]=2[CH:16]=1)[CH3:14], predict the reactants needed to synthesize it. (8) Given the product [NH2:8][C:9]1[N:14]=[CH:13][C:12]([C:15]2[CH:16]=[N:17][N:18]([C@H:20]3[CH2:24][NH:23][C@H:22]([C:32]([NH:33][CH3:34])=[O:35])[CH2:21]3)[CH:19]=2)=[CH:11][C:10]=1[C:36]1[O:37][C:38]2[CH:44]=[CH:43][CH:42]=[CH:41][C:39]=2[N:40]=1, predict the reactants needed to synthesize it. The reactants are: FC(F)(F)C(O)=O.[NH2:8][C:9]1[N:14]=[CH:13][C:12]([C:15]2[CH:16]=[N:17][N:18]([C@H:20]3[CH2:24][N:23](C(OC(C)(C)C)=O)[C@H:22]([C:32](=[O:35])[NH:33][CH3:34])[CH2:21]3)[CH:19]=2)=[CH:11][C:10]=1[C:36]1[O:37][C:38]2[CH:44]=[CH:43][CH:42]=[CH:41][C:39]=2[N:40]=1. (9) The reactants are: C([NH:4][C:5]1[C:6](=[CH:10][C:11]([Br:14])=[CH:12][CH:13]=1)[C:7]([OH:9])=[O:8])(=O)C.Cl. Given the product [Br:14][C:11]1[CH:10]=[C:6]([C:7]([OH:9])=[O:8])[C:5]([NH2:4])=[CH:13][CH:12]=1, predict the reactants needed to synthesize it. (10) Given the product [OH:9][C:7]1[C:3]2[S:4][CH:5]=[CH:6][C:2]=2[N:1]=[C:15]([C:14]([O:13][CH2:11][CH3:12])=[O:17])[N:16]=1, predict the reactants needed to synthesize it. The reactants are: [NH2:1][C:2]1[CH:6]=[CH:5][S:4][C:3]=1[C:7]([O:9]C)=O.[CH2:11]([O:13][C:14](=[O:17])[C:15]#[N:16])[CH3:12].Cl.